This data is from Full USPTO retrosynthesis dataset with 1.9M reactions from patents (1976-2016). The task is: Predict the reactants needed to synthesize the given product. Given the product [Br:1][C:2]1[C:11]([N+:13]([O-:15])=[O:14])=[CH:10][C:9]([Cl:12])=[CH:8][C:3]=1[C:4]([O:6][CH3:7])=[O:5], predict the reactants needed to synthesize it. The reactants are: [Br:1][C:2]1[CH:11]=[CH:10][C:9]([Cl:12])=[CH:8][C:3]=1[C:4]([O:6][CH3:7])=[O:5].[N+:13]([O-])([OH:15])=[O:14].